Dataset: Reaction yield outcomes from USPTO patents with 853,638 reactions. Task: Predict the reaction yield, written as a fraction of the theoretical maximum amount of product (1.0 means a 100% yield; for example, 0.34 means a 34% yield). (1) The reactants are [CH3:1][O:2][C:3](=[O:13])[CH2:4][C:5]1[CH:10]=[CH:9][C:8]([S:11][CH3:12])=[CH:7][CH:6]=1.[Br:14]Br. The catalyst is C(Cl)(Cl)(Cl)Cl. The product is [CH3:1][O:2][C:3](=[O:13])[CH2:4][C:5]1[CH:10]=[CH:9][C:8]([S:11][CH3:12])=[C:7]([Br:14])[CH:6]=1. The yield is 0.850. (2) The reactants are [CH3:1][O:2][CH:3]([O:7][CH3:8])[CH:4]=[N:5][CH3:6].C(O)([C:11]([F:14])([F:13])[F:12])=O.C[Si](C)(C)C(F)(F)F.C([O-])(O)=O.[Na+]. The catalyst is CC#N.CN(C=O)C. The product is [F:12][C:11]([F:14])([F:13])[CH:4]([NH:5][CH3:6])[CH:3]([O:7][CH3:8])[O:2][CH3:1]. The yield is 0.440. (3) The reactants are [OH-].[K+].[Cl:3][C:4]1[CH:5]=[C:6]([C:13]([CH3:20])([CH3:19])[C:14]([O:16]CC)=[O:15])[CH:7]=[CH:8][C:9]=1[N+:10]([O-:12])=[O:11]. The catalyst is CO. The product is [Cl:3][C:4]1[CH:5]=[C:6]([C:13]([CH3:20])([CH3:19])[C:14]([OH:16])=[O:15])[CH:7]=[CH:8][C:9]=1[N+:10]([O-:12])=[O:11]. The yield is 0.950. (4) The reactants are C([O:4][CH2:5][C:6]([CH3:45])([CH3:44])[CH2:7][N:8]1[C:14]2[CH:15]=[CH:16][C:17]([Cl:19])=[CH:18][C:13]=2[C@@H:12]([C:20]2[CH:25]=[CH:24][CH:23]=[C:22]([O:26][CH3:27])[C:21]=2[O:28][CH3:29])[O:11][C@H:10]([CH2:30][C:31]([NH:33][C:34]2[CH:38]=[CH:37][S:36][C:35]=2[C:39]([O:41]C)=[O:40])=[O:32])[C:9]1=[O:43])(=O)C.[OH-].[Na+].C(O)C. The catalyst is O. The product is [Cl:19][C:17]1[CH:16]=[CH:15][C:14]2[N:8]([CH2:7][C:6]([CH3:45])([CH3:44])[CH2:5][OH:4])[C:9](=[O:43])[C@@H:10]([CH2:30][C:31]([NH:33][C:34]3[CH:38]=[CH:37][S:36][C:35]=3[C:39]([OH:41])=[O:40])=[O:32])[O:11][C@H:12]([C:20]3[CH:25]=[CH:24][CH:23]=[C:22]([O:26][CH3:27])[C:21]=3[O:28][CH3:29])[C:13]=2[CH:18]=1. The yield is 0.660. (5) The catalyst is ClC(Cl)C.ClCCl. The yield is 0.560. The product is [Cl:1][C:2]1[CH:29]=[CH:28][C:5]2[NH:6][C:7](=[O:27])[CH:8]([CH2:19][C:20]3[CH:25]=[CH:24][CH:23]=[CH:22][C:21]=3[Cl:26])[N:9]=[C:10]([C:11]3[CH:12]=[CH:13][C:14]([OH:17])=[CH:15][CH:16]=3)[C:4]=2[CH:3]=1. The reactants are [Cl:1][C:2]1[CH:29]=[CH:28][C:5]2[NH:6][C:7](=[O:27])[CH:8]([CH2:19][C:20]3[CH:25]=[CH:24][CH:23]=[CH:22][C:21]=3[Cl:26])[N:9]=[C:10]([C:11]3[CH:16]=[CH:15][C:14]([O:17]C)=[CH:13][CH:12]=3)[C:4]=2[CH:3]=1.B(Br)(Br)Br. (6) The reactants are [CH2:1]([N:3]([CH2:11][CH3:12])[C:4]1([C:9]#[N:10])[CH2:8][CH2:7][CH2:6][CH2:5]1)[CH3:2].[C:13]1([Li])[CH:18]=[CH:17][CH:16]=[CH:15][CH:14]=1.[BH4-].[Na+].NC(C1C=CC=CC=1)C1(N(C)C)CCCC1. The yield is 0.470. The product is [NH2:10][CH:9]([C:13]1[CH:18]=[CH:17][CH:16]=[CH:15][CH:14]=1)[C:4]1([N:3]([CH2:1][CH3:2])[CH2:11][CH3:12])[CH2:5][CH2:6][CH2:7][CH2:8]1. The catalyst is C(OCCCC)CCC.C1COCC1.CO. (7) The reactants are [CH2:1]([NH:4][S:5]([C:8]1[S:12][C:11](Br)=[C:10]([C:14]2[S:18][C:17]([NH:19][C:20](=[O:22])[CH3:21])=[N:16][C:15]=2[CH3:23])[CH:9]=1)(=[O:7])=[O:6])[CH:2]=[CH2:3].C([Li])CCC. The catalyst is O. The product is [CH2:1]([NH:4][S:5]([C:8]1[S:12][CH:11]=[C:10]([C:14]2[S:18][C:17]([NH:19][C:20](=[O:22])[CH3:21])=[N:16][C:15]=2[CH3:23])[CH:9]=1)(=[O:7])=[O:6])[CH:2]=[CH2:3]. The yield is 0.100. (8) The reactants are [CH:1]([C:4]1[NH:5][C:6]([C:24]2[CH:29]=[CH:28][CH:27]=[C:26]([CH3:30])[N:25]=2)=[C:7]([C:9]2[CH:14]=[CH:13][CH:12]=[C:11](B3OC(C)(C)C(C)(C)O3)[CH:10]=2)[N:8]=1)([CH3:3])[CH3:2].Br[C:32]1[CH:36]=[CH:35][N:34]([C:37]([O:39][C:40]([CH3:43])([CH3:42])[CH3:41])=[O:38])[CH:33]=1. The catalyst is COCCOC.C(OCC)(=O)C. The product is [CH:1]([C:4]1[NH:5][C:6]([C:24]2[CH:29]=[CH:28][CH:27]=[C:26]([CH3:30])[N:25]=2)=[C:7]([C:9]2[CH:10]=[C:11]([C:36]3[CH:32]=[CH:33][N:34]([C:37]([O:39][C:40]([CH3:43])([CH3:42])[CH3:41])=[O:38])[CH:35]=3)[CH:12]=[CH:13][CH:14]=2)[N:8]=1)([CH3:2])[CH3:3]. The yield is 0.620.